From a dataset of Forward reaction prediction with 1.9M reactions from USPTO patents (1976-2016). Predict the product of the given reaction. (1) Given the reactants [NH2:1][C:2]1[S:6][C:5]([C:7]2[CH:12]=[CH:11][C:10]([C:13]([OH:16])([CH3:15])[CH3:14])=[CH:9][CH:8]=2)=[N:4][C:3]=1[C:17]([NH2:19])=[O:18].Br[C:21]1[N:26]=[C:25]([CH2:27][C:28]#[N:29])[CH:24]=[CH:23][CH:22]=1.CC(C1C=C(C(C)C)C(C2C=CC=CC=2P(C2CCCCC2)C2CCCCC2)=C(C(C)C)C=1)C.C(=O)([O-])[O-].[K+].[K+].C(O)(CC)(C)C, predict the reaction product. The product is: [C:28]([CH2:27][C:25]1[N:26]=[C:21]([NH:1][C:2]2[S:6][C:5]([C:7]3[CH:8]=[CH:9][C:10]([C:13]([OH:16])([CH3:15])[CH3:14])=[CH:11][CH:12]=3)=[N:4][C:3]=2[C:17]([NH2:19])=[O:18])[CH:22]=[CH:23][CH:24]=1)#[N:29]. (2) Given the reactants [OH:1][C@H:2]1[C@@H:6]([OH:7])[C@H:5]([N:8]2[CH:13]=[CH:12][C:11](=[O:14])[N:10]([CH2:15][C:16]3[CH:21]=[CH:20][C:19]([O:22][CH3:23])=[CH:18][CH:17]=3)[C:9]2=[O:24])[O:4][CH:3]1[C@H:25]([OH:56])[C@@H:26]([C:49]([O:51][C:52]([CH3:55])([CH3:54])[CH3:53])=[O:50])[NH:27][CH2:28][CH2:29][CH2:30][NH:31][C:32](=[O:48])[C@H:33]([C@@H:45]([OH:47])[CH3:46])[NH:34]C(=O)OCC1C=CC=CC=1, predict the reaction product. The product is: [NH2:34][C@@H:33]([C@@H:45]([OH:47])[CH3:46])[C:32]([NH:31][CH2:30][CH2:29][CH2:28][NH:27][C@@H:26]([C@H:25]([CH:3]1[C@@H:2]([OH:1])[C@@H:6]([OH:7])[C@H:5]([N:8]2[CH:13]=[CH:12][C:11](=[O:14])[N:10]([CH2:15][C:16]3[CH:21]=[CH:20][C:19]([O:22][CH3:23])=[CH:18][CH:17]=3)[C:9]2=[O:24])[O:4]1)[OH:56])[C:49]([O:51][C:52]([CH3:53])([CH3:54])[CH3:55])=[O:50])=[O:48].